Dataset: Forward reaction prediction with 1.9M reactions from USPTO patents (1976-2016). Task: Predict the product of the given reaction. Given the reactants [Cl:1][C:2]1[CH:3]=[C:4]([NH:9][C:10]2[C:11]3[CH2:18][C:17](=[O:19])[NH:16][C:12]=3[N:13]=[CH:14][N:15]=2)[CH:5]=[CH:6][C:7]=1[F:8].[CH:20]([C:22]1[NH:26][C:25]([C:27]([OH:29])=[O:28])=[CH:24][C:23]=1[CH3:30])=O, predict the reaction product. The product is: [Cl:1][C:2]1[CH:3]=[C:4]([NH:9][C:10]2[C:11]3[C:18](=[CH:20][C:22]4[NH:26][C:25]([C:27]([OH:29])=[O:28])=[CH:24][C:23]=4[CH3:30])[C:17](=[O:19])[NH:16][C:12]=3[N:13]=[CH:14][N:15]=2)[CH:5]=[CH:6][C:7]=1[F:8].